Dataset: Reaction yield outcomes from USPTO patents with 853,638 reactions. Task: Predict the reaction yield, written as a fraction of the theoretical maximum amount of product (1.0 means a 100% yield; for example, 0.34 means a 34% yield). The reactants are [CH3:1][O:2][CH2:3][O:4][C:5]1[CH:10]=[CH:9][C:8]([N:11]2[CH2:16][CH2:15][N:14]([C:17]3[CH:22]=[CH:21][C:20]([N:23]4[C:27](=[O:28])[NH:26][N:25]=[CH:24]4)=[CH:19][CH:18]=3)[CH2:13][CH2:12]2)=[CH:7][CH:6]=1.C[C:30]1[CH:35]=[CH:34][C:33](S(OCCC#CCC)(=O)=O)=[CH:32][CH:31]=1.C([O-])([O-])=O.[K+].[K+].C1OCCOCCOCCOCCOCCOC1. No catalyst specified. The product is [CH2:34]([N:26]1[C:27](=[O:28])[N:23]([C:20]2[CH:21]=[CH:22][C:17]([N:14]3[CH2:13][CH2:12][N:11]([C:8]4[CH:9]=[CH:10][C:5]([O:4][CH2:3][O:2][CH3:1])=[CH:6][CH:7]=4)[CH2:16][CH2:15]3)=[CH:18][CH:19]=2)[CH:24]=[N:25]1)[CH2:35][C:30]#[C:31][CH2:32][CH3:33]. The yield is 0.600.